This data is from Forward reaction prediction with 1.9M reactions from USPTO patents (1976-2016). The task is: Predict the product of the given reaction. (1) Given the reactants [N:1]1[CH:6]=[CH:5][C:4]([N:7]2[C:15]3[C:10](=[CH:11][C:12]([O:16][C@H:17]([C:21]4[CH:26]=[CH:25][CH:24]=[CH:23][CH:22]=4)[C@H:18]([CH3:20])[NH2:19])=[CH:13][CH:14]=3)[CH:9]=[N:8]2)=[CH:3][CH:2]=1.C(N(CC)CC)C.[O:34]1[CH:38]=[CH:37][CH:36]=[C:35]1[C:39](Cl)=[O:40], predict the reaction product. The product is: [CH3:20][C@H:18]([NH:19][C:39]([C:35]1[O:34][CH:38]=[CH:37][CH:36]=1)=[O:40])[C@@H:17]([C:21]1[CH:22]=[CH:23][CH:24]=[CH:25][CH:26]=1)[O:16][C:12]1[CH:11]=[C:10]2[C:15](=[CH:14][CH:13]=1)[N:7]([C:4]1[CH:3]=[CH:2][N:1]=[CH:6][CH:5]=1)[N:8]=[CH:9]2. (2) Given the reactants [NH2:1][C:2]1[N:7]=[C:6]([C:8]([OH:10])=[O:9])[C:5]([CH3:11])=[CH:4][CH:3]=1.[OH-].[Na+].Cl[CH2:15][CH:16]=O, predict the reaction product. The product is: [CH3:11][C:5]1[CH:4]=[CH:3][C:2]2[N:7]([CH:15]=[CH:16][N:1]=2)[C:6]=1[C:8]([OH:10])=[O:9].